From a dataset of Catalyst prediction with 721,799 reactions and 888 catalyst types from USPTO. Predict which catalyst facilitates the given reaction. (1) The catalyst class is: 95. Product: [Cl:1][C:2]1[CH:7]=[CH:6][C:5]([C:8]2[N:9]([CH2:20][CH:21]([OH:26])[C:22]([F:25])([F:24])[F:23])[C:10](=[O:18])[N:11]([CH2:13][C:14]([OH:16])=[O:15])[CH:12]=2)=[CH:4][CH:3]=1. Reactant: [Cl:1][C:2]1[CH:7]=[CH:6][C:5]([C:8]2[NH:9][C:10](=[O:18])[N:11]([CH2:13][C:14]([O:16]C)=[O:15])[CH:12]=2)=[CH:4][CH:3]=1.Br[CH2:20][CH:21]([OH:26])[C:22]([F:25])([F:24])[F:23].C(=O)([O-])[O-].[Cs+].[Cs+].Cl. (2) Reactant: [I:1][C:2]1[C:3]([S:11][C:12]2[NH:13][C:14]3[CH:19]=[CH:18][N:17]=[C:16]([NH2:20])[C:15]=3[N:21]=2)=[CH:4][C:5]2[O:9][CH2:8][O:7][C:6]=2[CH:10]=1.Br[CH2:23][CH2:24][CH2:25][CH2:26][C:27]([O:29][CH3:30])=[O:28].C([O-])([O-])=O.[Cs+].[Cs+].NC1C2N=C(SC3C(I)=CC4OCOC=4C=3)N(CCCC(OCC)=O)C=2C=CN=1. Product: [NH2:20][C:16]1[C:15]2[N:21]=[C:12]([S:11][C:3]3[C:2]([I:1])=[CH:10][C:6]4[O:7][CH2:8][O:9][C:5]=4[CH:4]=3)[N:13]([CH2:23][CH2:24][CH2:25][CH2:26][C:27]([O:29][CH3:30])=[O:28])[C:14]=2[CH:19]=[CH:18][N:17]=1. The catalyst class is: 3. (3) Reactant: Br[C:2]1[S:10][C:9]2[C:8](=[O:11])[NH:7][C:6]([CH3:13])([CH3:12])[N:5]([CH3:14])[C:4]=2[CH:3]=1.[N:15]1[C:24]2[C:19](=[CH:20][CH:21]=[CH:22][CH:23]=2)[C:18](B(O)O)=[CH:17][CH:16]=1.C(=O)([O-])[O-].[Cs+].[Cs+].COCCOC. Product: [CH3:14][N:5]1[C:4]2[CH:3]=[C:2]([C:18]3[C:19]4[C:24](=[CH:23][CH:22]=[CH:21][CH:20]=4)[N:15]=[CH:16][CH:17]=3)[S:10][C:9]=2[C:8](=[O:11])[NH:7][C:6]1([CH3:13])[CH3:12]. The catalyst class is: 6. (4) The catalyst class is: 5. Product: [OH:15][CH:13]([CH3:14])[CH:11]([N:10]1[C:5]2=[N:6][CH:7]=[CH:8][CH:9]=[C:4]2[C:3]([C:16]([O:18][C:19]([CH3:22])([CH3:21])[CH3:20])=[O:17])=[C:2]1[CH3:1])[CH3:12]. Reactant: [CH3:1][C:2]1[N:10]([CH:11]([C:13](=[O:15])[CH3:14])[CH3:12])[C:5]2=[N:6][CH:7]=[CH:8][CH:9]=[C:4]2[C:3]=1[C:16]([O:18][C:19]([CH3:22])([CH3:21])[CH3:20])=[O:17].[BH4-].[Na+].O. (5) Reactant: [CH2:1]([O:8][C:9]1[C:10]([C:29](O)=[O:30])=[N:11][C:12]([CH2:16][C:17]2([C:22]3[CH:27]=[CH:26][C:25]([Cl:28])=[CH:24][CH:23]=3)[CH2:21][CH2:20][CH2:19][CH2:18]2)=[N:13][C:14]=1[OH:15])[C:2]1[CH:7]=[CH:6][CH:5]=[CH:4][CH:3]=1.[Si:32]([O:39][CH2:40][CH2:41][NH:42][CH2:43][CH:44]1[CH2:46][CH2:45]1)([C:35]([CH3:38])([CH3:37])[CH3:36])([CH3:34])[CH3:33].CN(C(ON1N=NC2C=CC=NC1=2)=[N+](C)C)C.F[P-](F)(F)(F)(F)F.CCCCCC. Product: [Si:32]([O:39][CH2:40][CH2:41][N:42]([CH2:43][CH:44]1[CH2:45][CH2:46]1)[C:29]([C:10]1[C:9]([O:8][CH2:1][C:2]2[CH:7]=[CH:6][CH:5]=[CH:4][CH:3]=2)=[C:14]([OH:15])[N:13]=[C:12]([CH2:16][C:17]2([C:22]3[CH:27]=[CH:26][C:25]([Cl:28])=[CH:24][CH:23]=3)[CH2:21][CH2:20][CH2:19][CH2:18]2)[N:11]=1)=[O:30])([C:35]([CH3:38])([CH3:37])[CH3:36])([CH3:34])[CH3:33]. The catalyst class is: 42. (6) Reactant: [NH2:1][C:2]1[CH:3]=[C:4]([CH:15]=[CH:16][C:17]=1[O:18][C:19]([F:22])([F:21])[F:20])[C:5]([NH:7][C:8]1[CH:9]=[N:10][C:11](Cl)=[CH:12][CH:13]=1)=[O:6].[F:23][C:24]1[CH:29]=[CH:28][CH:27]=[CH:26][C:25]=1B(O)O.C(=O)([O-])[O-].[K+].[K+]. Product: [NH2:1][C:2]1[CH:3]=[C:4]([CH:15]=[CH:16][C:17]=1[O:18][C:19]([F:22])([F:21])[F:20])[C:5]([NH:7][C:8]1[CH:9]=[N:10][C:11]([C:25]2[CH:26]=[CH:27][CH:28]=[CH:29][C:24]=2[F:23])=[CH:12][CH:13]=1)=[O:6]. The catalyst class is: 149. (7) Reactant: Cl[C:2]1[C:11]([N:12]([CH:14]([CH3:16])[CH3:15])[CH3:13])=[N:10][C:9]2[C:4](=[CH:5][CH:6]=[C:7]([C:17]([O:19][CH3:20])=[O:18])[CH:8]=2)[N:3]=1.[O:21]1[C:25]2[CH:26]=[CH:27][C:28](B(O)O)=[CH:29][C:24]=2[O:23][CH2:22]1.C1(P(C2CCCCC2)C2CCCCC2)CCCCC1.[O-]P([O-])([O-])=O.[K+].[K+].[K+]. Product: [O:21]1[C:25]2[CH:26]=[CH:27][C:28]([C:2]3[C:11]([N:12]([CH:14]([CH3:16])[CH3:15])[CH3:13])=[N:10][C:9]4[C:4](=[CH:5][CH:6]=[C:7]([C:17]([O:19][CH3:20])=[O:18])[CH:8]=4)[N:3]=3)=[CH:29][C:24]=2[O:23][CH2:22]1. The catalyst class is: 102.